From a dataset of Catalyst prediction with 721,799 reactions and 888 catalyst types from USPTO. Predict which catalyst facilitates the given reaction. (1) Reactant: [Br:1][C:2]1[CH:15]=[N:14][C:5]2[NH:6][C:7](=O)[C:8]([CH3:12])([CH3:11])[CH2:9][O:10][C:4]=2[CH:3]=1. Product: [Br:1][C:2]1[CH:15]=[N:14][C:5]2[NH:6][CH2:7][C:8]([CH3:11])([CH3:12])[CH2:9][O:10][C:4]=2[CH:3]=1. The catalyst class is: 1. (2) Reactant: [Cl-:1].[CH2:2]([N+:6]1[CH2:10][CH2:9][N:8]([CH2:11][CH2:12][CH2:13][Si:14]([O:21][CH2:22][CH3:23])([O:18][CH2:19][CH3:20])[O:15][CH2:16][CH3:17])[CH:7]=1)[CH2:3][CH2:4][CH3:5].[Cl-].[Al+3:25].[Cl-].[Cl-]. Product: [Cl-:1].[Al:25].[CH2:2]([N+:6]1[CH2:10][CH2:9][N:8]([CH2:11][CH2:12][CH2:13][Si:14]([O:21][CH2:22][CH3:23])([O:18][CH2:19][CH3:20])[O:15][CH2:16][CH3:17])[CH:7]=1)[CH2:3][CH2:4][CH3:5]. The catalyst class is: 11.